From a dataset of Forward reaction prediction with 1.9M reactions from USPTO patents (1976-2016). Predict the product of the given reaction. (1) Given the reactants [CH2:1]1[O:16][C:4]2([CH2:9][CH2:8][C:7]([C:10]3[CH:11]=[N:12][CH:13]=[CH:14][CH:15]=3)=[CH:6][CH2:5]2)[O:3][CH2:2]1, predict the reaction product. The product is: [CH2:2]1[O:3][C:4]2([CH2:5][CH2:6][CH:7]([C:10]3[CH:11]=[N:12][CH:13]=[CH:14][CH:15]=3)[CH2:8][CH2:9]2)[O:16][CH2:1]1. (2) Given the reactants [C:1]([Si:5]([CH3:37])([CH3:36])[O:6][C:7]1[CH:24]=[CH:23][C:22]2[C@:21]3([CH:25]=[CH2:26])[C@H:12]([C@H:13]4[C@@:17]([CH2:19][CH2:20]3)([CH3:18])[C@@H:16]([F:27])[C@H:15]([O:28][Si](C(C)(C)C)(C)C)[CH2:14]4)[CH2:11][CH2:10][C:9]=2[CH:8]=1)([CH3:4])([CH3:3])[CH3:2].B(F)(F)F.CCOCC.C(=O)([O-])O.[Na+], predict the reaction product. The product is: [Si:5]([O:6][C:7]1[CH:24]=[CH:23][C:22]2[C@:21]3([CH:25]=[CH2:26])[C@H:12]([C@H:13]4[C@@:17]([CH2:19][CH2:20]3)([CH3:18])[C@@H:16]([F:27])[C@H:15]([OH:28])[CH2:14]4)[CH2:11][CH2:10][C:9]=2[CH:8]=1)([C:1]([CH3:4])([CH3:3])[CH3:2])([CH3:37])[CH3:36]. (3) Given the reactants I[C:2]1[CH:7]=[CH:6][C:5]([OH:8])=[CH:4][CH:3]=1.OCCNC(=O)OC(C)(C)C.[C:20]1(P([C:20]2[CH:25]=[CH:24][CH:23]=[CH:22][CH:21]=2)[C:20]2[CH:25]=[CH:24][CH:23]=[CH:22][CH:21]=2)[CH:25]=[CH:24][CH:23]=[CH:22][CH:21]=1.N(C(OCC)=O)=NC(OCC)=O, predict the reaction product. The product is: [C:5]1([O:8][C:20]2[CH:25]=[CH:24][CH:23]=[CH:22][CH:21]=2)[CH:6]=[CH:7][CH:2]=[CH:3][CH:4]=1. (4) Given the reactants [CH3:1][N:2]([CH3:22])[S:3]([N:6]1[CH:10]=[C:9]([C:11](=[O:21])[C:12]2[CH:17]=[CH:16][CH:15]=[C:14]([N+:18]([O-])=O)[CH:13]=2)[N:8]=[CH:7]1)(=[O:5])=[O:4].[NH4+].[Cl-], predict the reaction product. The product is: [NH2:18][C:14]1[CH:13]=[C:12]([CH:17]=[CH:16][CH:15]=1)[C:11]([C:9]1[N:8]=[CH:7][N:6]([S:3]([N:2]([CH3:22])[CH3:1])(=[O:4])=[O:5])[CH:10]=1)=[O:21]. (5) Given the reactants [F:1][C:2]1[CH:11]=[CH:10][C:5]([C:6]([NH:8][CH3:9])=[O:7])=[C:4]([OH:12])[CH:3]=1.[C:13](=O)([O-])[O-].[Na+].[Na+], predict the reaction product. The product is: [F:1][C:2]1[CH:11]=[CH:10][C:5]2[C:6](=[O:7])[N:8]([CH3:13])[CH2:9][O:12][C:4]=2[CH:3]=1. (6) Given the reactants [NH:1]1[C:9]2[C:4](=[CH:5][CH:6]=[C:7]([NH2:10])[CH:8]=2)[CH:3]=[CH:2]1.[C:11](Cl)(=[O:20])[O:12][CH2:13][C:14]1[CH:19]=[CH:18][CH:17]=[CH:16][CH:15]=1.C(=O)([O-])[O-].[K+].[K+].C(OCC)(=O)C.CCCCCC, predict the reaction product. The product is: [NH:1]1[C:9]2[C:4](=[CH:5][CH:6]=[C:7]([NH:10][C:11](=[O:20])[O:12][CH2:13][C:14]3[CH:19]=[CH:18][CH:17]=[CH:16][CH:15]=3)[CH:8]=2)[CH:3]=[CH:2]1.